The task is: Predict the product of the given reaction.. This data is from Forward reaction prediction with 1.9M reactions from USPTO patents (1976-2016). (1) The product is: [NH2:8][C:4]([C:11]1[CH:16]=[CH:15][CH:14]=[CH:13][CH:12]=1)([CH:1]([CH3:3])[CH3:2])[C:5]([OH:17])=[O:10]. Given the reactants [CH:1]([C:4]1([C:11]2[CH:16]=[CH:15][CH:14]=[CH:13][CH:12]=2)[NH:8]C(=O)N[C:5]1=[O:10])([CH3:3])[CH3:2].[OH-:17].[Na+], predict the reaction product. (2) Given the reactants Br[C:2]1[C:12]2[N:11]3[CH2:13][CH2:14][CH2:15][C@@H:16]([NH:17][C:18](=[O:23])[C:19]([F:22])([F:21])[F:20])[C@H:10]3[C:9]3[CH:24]=[CH:25][CH:26]=[CH:27][C:8]=3[O:7][C:6]=2[CH:5]=[C:4]([F:28])[CH:3]=1.[Cl-].[CH3:30][Zn+].O, predict the reaction product. The product is: [F:22][C:19]([F:21])([F:20])[C:18]([NH:17][C@H:16]1[C@@H:10]2[N:11]([C:12]3[C:2]([CH3:30])=[CH:3][C:4]([F:28])=[CH:5][C:6]=3[O:7][C:8]3[CH:27]=[CH:26][CH:25]=[CH:24][C:9]=32)[CH2:13][CH2:14][CH2:15]1)=[O:23]. (3) Given the reactants [Cl-].[NH4+:2].C[Al](C)C.[N:7]1[C:16]2[NH:15][C:14]3[CH:17]=[C:18]([CH2:21][C:22]#[N:23])[CH:19]=[CH:20][C:13]=3[S:12][C:11]=2[N:10]=[CH:9][CH:8]=1.Cl, predict the reaction product. The product is: [N:7]1[C:16]2[NH:15][C:14]3[CH:17]=[C:18]([CH2:21][C:22]([NH2:2])=[NH:23])[CH:19]=[CH:20][C:13]=3[S:12][C:11]=2[N:10]=[CH:9][CH:8]=1. (4) Given the reactants [CH3:1][NH:2][C:3]1[CH:4]=[N:5][CH:6]=[CH:7][C:8]=1[C:9]1[CH:14]=[CH:13][CH:12]=[CH:11][C:10]=1[CH2:15][C:16]#[N:17].[F:18][C:19]([F:34])([F:33])[C:20]1[CH:21]=[C:22]([CH:26]=[C:27]([C:29]([F:32])([F:31])[F:30])[CH:28]=1)[C:23]([OH:25])=O, predict the reaction product. The product is: [C:16]([CH2:15][C:10]1[CH:11]=[CH:12][CH:13]=[CH:14][C:9]=1[C:8]1[CH:7]=[CH:6][N:5]=[CH:4][C:3]=1[N:2]([CH3:1])[C:23](=[O:25])[C:22]1[CH:26]=[C:27]([C:29]([F:32])([F:31])[F:30])[CH:28]=[C:20]([C:19]([F:18])([F:34])[F:33])[CH:21]=1)#[N:17]. (5) Given the reactants [F:1][C:2]1[CH:7]=[C:6]([O:8][CH2:9][CH2:10][O:11][CH3:12])[CH:5]=[CH:4][C:3]=1[NH:13][C:14]1[O:15][CH2:16][C:17](=[O:24])[C:18]=1[C:19]([O:21][CH2:22][CH3:23])=[O:20].[NH:25]1[C:33]2[C:28](=[CH:29][CH:30]=[CH:31][N:32]=2)[C:27]([CH:34]=O)=[CH:26]1.[OH-].[Na+], predict the reaction product. The product is: [NH:25]1[C:33]2=[N:32][CH:31]=[CH:30][CH:29]=[C:28]2[C:27]([CH:34]=[C:16]2[O:15][C:14]([NH:13][C:3]3[CH:4]=[CH:5][C:6]([O:8][CH2:9][CH2:10][O:11][CH3:12])=[CH:7][C:2]=3[F:1])=[C:18]([C:19]([O:21][CH2:22][CH3:23])=[O:20])[C:17]2=[O:24])=[CH:26]1. (6) Given the reactants [ClH:1].[OH:2][CH2:3][CH2:4][O:5][CH2:6][CH2:7][O:8][CH2:9][CH2:10][NH:11][C:12]([C:14]1[CH:15]=[CH:16][C:17]([CH3:60])=[C:18]([C:20]2[CH:25]=[CH:24][CH:23]=[C:22]([CH2:26][C@H:27]([NH:42][C:43]([C@H:45]3[CH2:50][CH2:49][C@H:48]([CH2:51][NH:52]C(=O)OC(C)(C)C)[CH2:47][CH2:46]3)=[O:44])[C:28](=[O:41])[NH:29][C:30]3[CH:35]=[CH:34][C:33]([C:36]4[NH:40][N:39]=[N:38][N:37]=4)=[CH:32][CH:31]=3)[CH:21]=2)[CH:19]=1)=[O:13].C(#N)C, predict the reaction product. The product is: [ClH:1].[NH2:52][CH2:51][C@H:48]1[CH2:49][CH2:50][C@H:45]([C:43]([NH:42][C@H:27]([C:28](=[O:41])[NH:29][C:30]2[CH:35]=[CH:34][C:33]([C:36]3[NH:40][N:39]=[N:38][N:37]=3)=[CH:32][CH:31]=2)[CH2:26][C:22]2[CH:21]=[C:20]([C:18]3[C:17]([CH3:60])=[CH:16][CH:15]=[C:14]([C:12]([NH:11][CH2:10][CH2:9][O:8][CH2:7][CH2:6][O:5][CH2:4][CH2:3][OH:2])=[O:13])[CH:19]=3)[CH:25]=[CH:24][CH:23]=2)=[O:44])[CH2:46][CH2:47]1. (7) Given the reactants Cl[C:2]1[C:3]([CH:8]([NH2:15])[C:9]2[CH:14]=[CH:13][CH:12]=[CH:11][CH:10]=2)=[N:4][CH:5]=[CH:6][N:7]=1.ClC1C(C([C:35]2[CH:40]=[CH:39][CH:38]=[CH:37]C=2)N2C(=O)[C:40]3[C:39](=[CH:38][CH:37]=C[CH:35]=3)C2=O)=NC=CN=1.CC(OC(/[N:47]=N/C(OC(C)C)=O)=O)C.C(Cl)Cl, predict the reaction product. The product is: [CH:38]1([C:37]2[N:4]3[CH:5]=[CH:6][N:7]=[C:2]([NH2:47])[C:3]3=[C:8]([C:9]3[CH:14]=[CH:13][CH:12]=[CH:11][CH:10]=3)[N:15]=2)[CH2:39][CH2:40][CH2:35]1. (8) Given the reactants [F:1][C:2]([F:22])([F:21])[O:3][C:4]1[CH:5]=[C:6]([S:10]([C:13]2[CH:20]=[CH:19][C:16]([C:17]#[N:18])=[CH:15][CH:14]=2)(=[O:12])=[O:11])[CH:7]=[CH:8][CH:9]=1.N.[OH-].[K+], predict the reaction product. The product is: [F:22][C:2]([F:1])([F:21])[O:3][C:4]1[CH:5]=[C:6]([S:10]([C:13]2[CH:20]=[CH:19][C:16]([CH2:17][NH2:18])=[CH:15][CH:14]=2)(=[O:12])=[O:11])[CH:7]=[CH:8][CH:9]=1. (9) Given the reactants [Cl:1][C:2]1[C:16]([Cl:17])=[C:15]([CH2:18][CH2:19][C:20](=[O:36])[C:21]2[S:22][C:23]([C:26]3[CH:31]=[CH:30][C:29]([C:32]([F:35])([F:34])[F:33])=[CH:28][CH:27]=3)=[CH:24][CH:25]=2)[CH:14]=[CH:13][C:3]=1[O:4][CH2:5][C:6]([O:8]C(C)(C)C)=[O:7].FC(F)(F)C(O)=O, predict the reaction product. The product is: [Cl:1][C:2]1[C:16]([Cl:17])=[C:15]([CH2:18][CH2:19][C:20](=[O:36])[C:21]2[S:22][C:23]([C:26]3[CH:31]=[CH:30][C:29]([C:32]([F:33])([F:34])[F:35])=[CH:28][CH:27]=3)=[CH:24][CH:25]=2)[CH:14]=[CH:13][C:3]=1[O:4][CH2:5][C:6]([OH:8])=[O:7]. (10) Given the reactants Cl[C:2]1[N:7]=[N:6][C:5]([N:8]([CH3:19])[CH:9]2[CH2:14][C:13]([CH3:16])([CH3:15])[NH:12][C:11]([CH3:18])([CH3:17])[CH2:10]2)=[CH:4][CH:3]=1.[CH2:20]([O:27][C:28]1[CH:33]=[C:32]([C:34]2[O:35][C:36]([CH3:39])=[CH:37][N:38]=2)[CH:31]=[C:30]([OH:40])[C:29]=1B(O)O)[C:21]1[CH:26]=[CH:25][CH:24]=[CH:23][CH:22]=1.C(=O)([O-])[O-].[Na+].[Na+].Cl.CO, predict the reaction product. The product is: [CH2:20]([O:27][C:28]1[C:29]([C:2]2[N:7]=[N:6][C:5]([N:8]([CH3:19])[CH:9]3[CH2:14][C:13]([CH3:16])([CH3:15])[NH:12][C:11]([CH3:18])([CH3:17])[CH2:10]3)=[CH:4][CH:3]=2)=[C:30]([OH:40])[CH:31]=[C:32]([C:34]2[O:35][C:36]([CH3:39])=[CH:37][N:38]=2)[CH:33]=1)[C:21]1[CH:22]=[CH:23][CH:24]=[CH:25][CH:26]=1.